Dataset: Full USPTO retrosynthesis dataset with 1.9M reactions from patents (1976-2016). Task: Predict the reactants needed to synthesize the given product. Given the product [CH3:28][O:29][C:30](=[O:40])[C:31]1[C:32]([F:39])=[CH:33][C:34]([O:15][CH2:14][CH:13]([N:12]2[C:11]3[CH:22]=[C:23]([F:27])[C:24]([F:26])=[CH:25][C:10]=3[N:9]=[C:8]2[C:5]2[CH:6]=[CH:7][C:2]([Cl:1])=[CH:3][CH:4]=2)[CH:16]2[CH2:17][CH2:18][CH2:19][CH2:20][CH2:21]2)=[CH:35][C:36]=1[F:37], predict the reactants needed to synthesize it. The reactants are: [Cl:1][C:2]1[CH:7]=[CH:6][C:5]([C:8]2[N:12]([CH:13]([CH:16]3[CH2:21][CH2:20][CH2:19][CH2:18][CH2:17]3)[CH2:14][OH:15])[C:11]3[CH:22]=[C:23]([F:27])[C:24]([F:26])=[CH:25][C:10]=3[N:9]=2)=[CH:4][CH:3]=1.[CH3:28][O:29][C:30](=[O:40])[C:31]1[C:36]([F:37])=[CH:35][C:34](O)=[CH:33][C:32]=1[F:39].N(C(OC(C)(C)C)=O)=NC(OC(C)(C)C)=O.